Task: Predict the reactants needed to synthesize the given product.. Dataset: Full USPTO retrosynthesis dataset with 1.9M reactions from patents (1976-2016) Given the product [Br:18][C:19]1[CH:20]=[C:21]([CH:26]=[CH:27][C:28]=1[CH2:29][NH:1][C@@H:2]([C:5]1[CH:10]=[CH:9][C:8]([F:11])=[CH:7][CH:6]=1)[CH2:3][OH:4])[C:22]([O:24][CH3:25])=[O:23], predict the reactants needed to synthesize it. The reactants are: [NH2:1][C@@H:2]([C:5]1[CH:10]=[CH:9][C:8]([F:11])=[CH:7][CH:6]=1)[CH2:3][OH:4].C([O-])([O-])=O.[K+].[K+].[Br:18][C:19]1[CH:20]=[C:21]([CH:26]=[CH:27][C:28]=1[CH2:29]Br)[C:22]([O:24][CH3:25])=[O:23].